From a dataset of Experimentally validated miRNA-target interactions with 360,000+ pairs, plus equal number of negative samples. Binary Classification. Given a miRNA mature sequence and a target amino acid sequence, predict their likelihood of interaction. (1) The miRNA is hsa-miR-2116-3p with sequence CCUCCCAUGCCAAGAACUCCC. The protein sequence of the target gene is MAAQRGMPSSAVRVLEEALGMGLTAAGDARDTADAVAAEGAYYLEQVTITEASEDDYEYEEIPDDNFSIPEGEEDLAKAIQMAQEQATDTEILERKTVLPSKHAVPEVIEDFLCNFLIKMGMTRTLDCFQSEWYELIQKGVTELRTVGNVPDVYTQIMLLENENKNLKKDLKHYKQAADKAREDLLKIQKERDFHRMHHKRIVQEKNKLINDLKGLKLHYASYEPTIRVLHEKHHTLLKEKMLTSLERDKVVGQISGLQETLKKLQRGHSYHGPQIKVDHSREKENAPEGPTQKGLREAR.... Result: 1 (interaction). (2) The miRNA is hsa-miR-4529-5p with sequence AGGCCAUCAGCAGUCCAAUGAA. The protein sequence of the target gene is MASSLLEEEVHYGSSPLAMLTAACSKFGGSSPLRDSTTLGKAGTKKPYSVGSDLSASKTMGDAYPAPFTSTNGLLSPAGSPPAPTSGYANDYPPFSHSFPGPTGTQDPGLLVPKGHSSSDCLPSVYTSLDMTHPYGSWYKAGIHAGISPGPGNTPTPWWDMHPGGNWLGGGQGQGDGLQGTLPTGPAQPPLNPQLPTYPSDFAPLNPAPYPAPHLLQPGPQHVLPQDVYKPKAVGNSGQLEGSGGAKPPRGASTGGSGGYGGSGAGRSSCDCPNCQELERLGAAAAGLRKKPIHSCHIPG.... Result: 0 (no interaction). (3) The miRNA is ssc-miR-221-3p with sequence AGCUACAUUGUCUGCUGGGUUU. The protein sequence of the target gene is MADPKYADLPGIARNEPDVYETSDLPEDDQAEFDAEELTSTSVEHIIVNPNAAYDKFKDKRVGTKGLDFSDRIGKTKRTGYESGEYEMLGEGLGVKETPQQKYQRLLHEVQELTTEVEKIKTTVKESATEEKLTPVLLAKQLAALKQQLVASHLEKLLGPDAAINLTDPDGALAKRLLLQLEATKNSKGGSGGKTTGTPPDSSLVTYELHSRPEQDKFSQAAKVAELEKRLTELETAVRCDQDAQNPLSAGLQGACLMETVELLQAKVSALDLAVLDQVEARLQSVLGKVNEIAKHKASV.... Result: 0 (no interaction).